From a dataset of Forward reaction prediction with 1.9M reactions from USPTO patents (1976-2016). Predict the product of the given reaction. (1) Given the reactants Br[C:2]1[CH:14]=[N:13][C:12]2[C:11]3[CH:10]=[CH:9][C:8]([C:15]([O:17][CH3:18])=[O:16])=[CH:7][C:6]=3[NH:5][C:4]=2[CH:3]=1.[CH3:19][N:20]1[C:24]([Sn](CCCC)(CCCC)CCCC)=[C:23]([CH3:38])[N:22]=[N:21]1.C(N(CC)CC)C.CN(C=O)C, predict the reaction product. The product is: [CH3:19][N:20]1[C:24]([C:2]2[CH:14]=[N:13][C:12]3[C:11]4[CH:10]=[CH:9][C:8]([C:15]([O:17][CH3:18])=[O:16])=[CH:7][C:6]=4[NH:5][C:4]=3[CH:3]=2)=[C:23]([CH3:38])[N:22]=[N:21]1. (2) Given the reactants [Cl:1][C:2]1[CH:22]=[C:21]([F:23])[CH:20]=[CH:19][C:3]=1[CH2:4][NH:5][C:6]([NH:8][C:9](=[O:18])[C:10]1[CH:15]=[CH:14][C:13]([F:16])=[C:12]([F:17])[CH:11]=1)=S.[NH2:24][C:25]1[NH:29][N:28]=[C:27]([C:30]([F:33])([F:32])[F:31])[CH:26]=1.Cl.C(N=C=NCCCN(C)C)C, predict the reaction product. The product is: [Cl:1][C:2]1[CH:22]=[C:21]([F:23])[CH:20]=[CH:19][C:3]=1[CH2:4][NH:5]/[C:6](/[NH:24][C:25]1[NH:29][N:28]=[C:27]([C:30]([F:33])([F:32])[F:31])[CH:26]=1)=[N:8]/[C:9](=[O:18])[C:10]1[CH:15]=[CH:14][C:13]([F:16])=[C:12]([F:17])[CH:11]=1. (3) Given the reactants [OH:1][CH:2]([C:7]1[C:8]([CH3:29])=[N:9][C:10]2[N:11]([N:20]=[C:21]([C:23]3[CH:28]=[CH:27][CH:26]=[CH:25][CH:24]=3)[CH:22]=2)[C:12]=1[C:13]1[CH:18]=[CH:17][C:16]([CH3:19])=[CH:15][CH:14]=1)[C:3]([O:5][CH3:6])=[O:4].Cl(O)(=O)(=O)=O, predict the reaction product. The product is: [C:7]([O:1][CH:2]([C:7]1[C:8]([CH3:29])=[N:9][C:10]2[N:11]([N:20]=[C:21]([C:23]3[CH:28]=[CH:27][CH:26]=[CH:25][CH:24]=3)[CH:22]=2)[C:12]=1[C:13]1[CH:14]=[CH:15][C:16]([CH3:19])=[CH:17][CH:18]=1)[C:3]([O:5][CH3:6])=[O:4])([CH3:8])([CH3:12])[CH3:2].